Dataset: Full USPTO retrosynthesis dataset with 1.9M reactions from patents (1976-2016). Task: Predict the reactants needed to synthesize the given product. (1) Given the product [C:1]([O:5][C:6]([N:8]1[CH2:13][CH2:12][CH:11]([C:14]2[O:15][C:20]([CH3:21])=[N:17][N:16]=2)[CH2:10][CH2:9]1)=[O:7])([CH3:4])([CH3:2])[CH3:3], predict the reactants needed to synthesize it. The reactants are: [C:1]([O:5][C:6]([N:8]1[CH2:13][CH2:12][CH:11]([C:14]([NH:16][NH2:17])=[O:15])[CH2:10][CH2:9]1)=[O:7])([CH3:4])([CH3:3])[CH3:2].CO[C:20](OC)(N(C)C)[CH3:21]. (2) Given the product [CH3:63][C:29]1[CH:28]=[CH:27][CH:26]=[C:25]([CH3:24])[C:30]=1[CH2:112][CH2:111][C:110]1[N:62]([C:59]2[CH:60]=[CH:61][C:56]([N:55]3[C:142](=[O:143])[CH2:141][C:140](=[O:144])[NH:42][C:45]4[C:54]5[C:49]([CH:48]=[CH:47][C:46]3=4)=[CH:50][CH:51]=[CH:52][CH:53]=5)=[CH:57][CH:58]=2)[CH:113]=[CH:108][N:109]=1, predict the reactants needed to synthesize it. The reactants are: CC1C=CC=C(C)C=1CCC1N(C2C=CC(NC3C=C[C:30]4[C:25](=[CH:26][CH:27]=[CH:28][CH:29]=4)[C:24]=3NC(=O)CC(OCC)=O)=CC=2)C=CN=1.[N+:42]([C:45]1[C:54]2[C:49](=[CH:50][CH:51]=[CH:52][CH:53]=2)[CH:48]=[CH:47][C:46]=1[NH:55][C:56]1[CH:61]=[CH:60][C:59]([NH2:62])=[CH:58][CH:57]=1)([O-])=O.[CH3:63]C1C=CC=C(C)C=1CCC(O)=O.O=C(NC1C2C(=CC=CC=2)C=CC=1NC1C=CC=C(N2C(CC[C:108]3[CH:113]=[CH:112][CH:111]=[CH:110][N:109]=3)=NN=N2)C=1)C(OCC)=O.Cl.FC(F)(F)C1C=CC(CCC2N(C3C=CC(N4[C:142](=[O:143])[CH2:141][C:140](=[O:144])NC5C6C(C=CC4=5)=CC=CC=6)=CC=3)C=CN=2)=CC=1.N1C=CC=CC=1CCC1N(C2C=C(NC3C(N)=CC=C4C=3C=CC=C4)C=CC=2)N=NN=1.Cl.N1C=CC=CC=1CCC1N(C2C=C(N3C4C=CC5C=CC=CC=5C=4NC(=O)C3=O)C=CC=2)N=NN=1. (3) Given the product [NH2:19][CH2:18][C:14]1[CH:15]=[C:16]2[C:11](=[CH:12][CH:13]=1)[CH:10]([O:30][CH3:31])[CH:9]([CH2:8][CH2:7][CH2:6][CH2:5][N:4]([CH2:32][CH2:33][CH3:34])[CH2:1][CH2:2][CH3:3])[CH2:17]2, predict the reactants needed to synthesize it. The reactants are: [CH2:1]([N:4]([CH2:32][CH2:33][CH3:34])[CH2:5][CH2:6][CH2:7][CH2:8][CH:9]1[CH2:17][C:16]2[C:11](=[CH:12][CH:13]=[C:14]([CH2:18][N:19]3C(=O)C4C(=CC=CC=4)C3=O)[CH:15]=2)[CH:10]1[O:30][CH3:31])[CH2:2][CH3:3].O.NN. (4) Given the product [OH:7][CH2:6][CH2:5][O:4][CH2:3][CH2:2][N:1]1[C:17](=[O:18])[C:16]2[C:15](=[CH:22][CH:21]=[CH:20][CH:19]=2)[C:14]1=[O:23], predict the reactants needed to synthesize it. The reactants are: [NH2:1][CH2:2][CH2:3][O:4][CH2:5][CH2:6][OH:7].C(N1[C:17](=[O:18])[C:16]2=[CH:19][CH:20]=[CH:21][CH:22]=[C:15]2[C:14]1=[O:23])(OCC)=O.C(N(CC)CC)C.